Predict which catalyst facilitates the given reaction. From a dataset of Catalyst prediction with 721,799 reactions and 888 catalyst types from USPTO. (1) Reactant: C([O:3][C:4](=[O:28])[CH2:5][CH:6]([CH2:11][N:12]1[CH2:17][CH2:16][CH2:15][CH:14]([C:18]2[CH:23]=[CH:22][CH:21]=[C:20]([C:24]([F:27])([F:26])[F:25])[CH:19]=2)[CH2:13]1)[C:7]([F:10])([F:9])[F:8])C.[OH-].[Na+]. Product: [F:10][C:7]([F:8])([F:9])[CH:6]([CH2:11][N:12]1[CH2:17][CH2:16][CH2:15][CH:14]([C:18]2[CH:23]=[CH:22][CH:21]=[C:20]([C:24]([F:25])([F:26])[F:27])[CH:19]=2)[CH2:13]1)[CH2:5][C:4]([OH:28])=[O:3]. The catalyst class is: 8. (2) Reactant: [CH2:1]([O:3][C:4]([C:6]1[N:7]=[C:8](Br)[C:9]2[N:10]([CH3:20])[C:11]3[C:16]([C:17]=2[C:18]=1[OH:19])=[CH:15][CH:14]=[CH:13][CH:12]=3)=[O:5])[CH3:2].C([Sn](CCCC)(CCCC)[C:27]1[CH:32]=[CH:31][CH:30]=[CH:29][CH:28]=1)CCC. Product: [CH2:1]([O:3][C:4]([C:6]1[N:7]=[C:8]([C:27]2[CH:32]=[CH:31][CH:30]=[CH:29][CH:28]=2)[C:9]2[N:10]([CH3:20])[C:11]3[C:16]([C:17]=2[C:18]=1[OH:19])=[CH:15][CH:14]=[CH:13][CH:12]=3)=[O:5])[CH3:2]. The catalyst class is: 233.